Task: Predict the product of the given reaction.. Dataset: Forward reaction prediction with 1.9M reactions from USPTO patents (1976-2016) (1) Given the reactants [F:1][C:2]([F:38])([F:37])[C:3]1[CH:4]=[C:5]([CH:30]=[C:31]([C:33]([F:36])([F:35])[F:34])[CH:32]=1)[CH2:6][N:7]([CH3:29])[C:8](=[O:28])[C:9]1[C:14]([C:15]2[CH:20]=[CH:19][CH:18]=[CH:17][C:16]=2[CH3:21])=[CH:13][C:12]([N:22]2[CH2:27][CH2:26][NH:25][CH2:24][CH2:23]2)=[N:11][CH:10]=1.Cl[CH2:40][C:41]1[N:45]=[CH:44][O:43][N:42]=1.C(=O)([O-])[O-].[K+].[K+], predict the reaction product. The product is: [F:38][C:2]([F:37])([F:1])[C:3]1[CH:4]=[C:5]([CH:30]=[C:31]([C:33]([F:35])([F:36])[F:34])[CH:32]=1)[CH2:6][N:7]([CH3:29])[C:8](=[O:28])[C:9]1[C:14]([C:15]2[CH:20]=[CH:19][CH:18]=[CH:17][C:16]=2[CH3:21])=[CH:13][C:12]([N:22]2[CH2:23][CH2:24][N:25]([CH2:40][C:41]3[N:45]=[CH:44][O:43][N:42]=3)[CH2:26][CH2:27]2)=[N:11][CH:10]=1. (2) Given the reactants [F:1][C:2]1[CH:3]=[C:4]([C:10]2[CH:11]=[CH:12][C:13]3[N:14]([C:16]([CH2:19][NH2:20])=[CH:17][N:18]=3)[N:15]=2)[CH:5]=[C:6]([F:9])[C:7]=1[F:8].FC1C=C([C:30]2[CH:31]=[CH:32][C:33]3[N:34]([C:36](CO)=CN=3)[N:35]=2)C=C(F)C=1F.C(N(CC)CC)C.N([Na])=[N+]=[N-].CP(C)C.[CH2:56]1[CH2:60][O:59][CH2:58][CH2:57]1, predict the reaction product. The product is: [CH3:58][O:59][C:60]1[CH:56]=[C:57]2[C:33]([C:32]([NH:20][CH2:19][C:16]3[N:14]4[N:15]=[C:10]([C:4]5[CH:5]=[C:6]([F:9])[C:7]([F:8])=[C:2]([F:1])[CH:3]=5)[CH:11]=[CH:12][C:13]4=[N:18][CH:17]=3)=[CH:31][CH:30]=[N:35]2)=[N:34][CH:36]=1.